From a dataset of Catalyst prediction with 721,799 reactions and 888 catalyst types from USPTO. Predict which catalyst facilitates the given reaction. (1) Reactant: [CH:1]1[C:10]2[C:5](=[CH:6][CH:7]=[CH:8][CH:9]=2)[CH:4]=[CH:3][C:2]=1[CH2:11][N:12]1[C:17]2[C:18]([N+:22]([O-])=O)=[CH:19][CH:20]=[CH:21][C:16]=2[O:15][CH2:14][C:13]1=[O:25].O1CCOCC1. Product: [NH2:22][C:18]1[C:17]2[N:12]([CH2:11][C:2]3[CH:3]=[CH:4][C:5]4[C:10](=[CH:9][CH:8]=[CH:7][CH:6]=4)[CH:1]=3)[C:13](=[O:25])[CH2:14][O:15][C:16]=2[CH:21]=[CH:20][CH:19]=1. The catalyst class is: 19. (2) Reactant: C(=O)([O-])[O-].[K+].[K+].Cl.[N:8]1([CH2:13][C:14]2[CH:15]=[C:16]([CH:31]=[C:32]([Cl:34])[CH:33]=2)/[CH:17]=[CH:18]/[C:19]2[CH:24]=[CH:23][C:22]([N:25]3[CH2:30][CH2:29][NH:28][CH2:27][CH2:26]3)=[CH:21][CH:20]=2)[CH:12]=[CH:11][N:10]=[CH:9]1.Br[CH2:36][CH:37]1[CH2:39][CH2:38]1. Product: [N:8]1([CH2:13][C:14]2[CH:15]=[C:16]([CH:31]=[C:32]([Cl:34])[CH:33]=2)/[CH:17]=[CH:18]/[C:19]2[CH:24]=[CH:23][C:22]([N:25]3[CH2:26][CH2:27][N:28]([CH2:36][CH:37]4[CH2:39][CH2:38]4)[CH2:29][CH2:30]3)=[CH:21][CH:20]=2)[CH:12]=[CH:11][N:10]=[CH:9]1. The catalyst class is: 9. (3) Reactant: [N+:1]([C:4]1[CH:9]=[CH:8][N:7]=[C:6]([CH:10]2[CH2:15][CH2:14][O:13][CH2:12][CH2:11]2)[CH:5]=1)([O-])=O.[H][H]. Product: [O:13]1[CH2:14][CH2:15][CH:10]([C:6]2[CH:5]=[C:4]([NH2:1])[CH:9]=[CH:8][N:7]=2)[CH2:11][CH2:12]1. The catalyst class is: 19. (4) Reactant: [Br:1][C:2]1[C:3]([F:10])=[CH:4][C:5]([F:9])=[C:6]([OH:8])[CH:7]=1.C([O-])([O-])=O.[K+].[K+].I[CH2:18][CH3:19].CCOC(C)=O.CCCCCC. Product: [Br:1][C:2]1[CH:7]=[C:6]([O:8][CH2:18][CH3:19])[C:5]([F:9])=[CH:4][C:3]=1[F:10]. The catalyst class is: 883. (5) Reactant: Cl[C:2]1[CH:7]=[CH:6][N:5]=[C:4]2[NH:8][C:9]([C:11]3[CH:16]=[CH:15][C:14]([CH2:17][N:18]4[CH2:23][CH2:22][O:21][CH2:20][CH2:19]4)=[CH:13][CH:12]=3)=[N:10][C:3]=12.[CH3:24][O:25][C:26]([C:28]1[CH:33]=[CH:32][C:31](B(O)O)=[CH:30][CH:29]=1)=[O:27].C(=O)([O-])[O-].[Na+].[Na+]. Product: [N:18]1([CH2:17][C:14]2[CH:15]=[CH:16][C:11]([C:9]3[NH:8][C:4]4=[N:5][CH:6]=[CH:7][C:2]([C:31]5[CH:32]=[CH:33][C:28]([C:26]([O:25][CH3:24])=[O:27])=[CH:29][CH:30]=5)=[C:3]4[N:10]=3)=[CH:12][CH:13]=2)[CH2:23][CH2:22][O:21][CH2:20][CH2:19]1. The catalyst class is: 140. (6) Reactant: C(OC([N:11]1[CH2:15][C@@H:14](NC(OCC2C=CC=CC=2)=O)[CH2:13][C@H:12]1[CH2:27][OH:28])=O)C1C=CC=CC=1.[C:29]([Cl:32])(=[O:31])C.C[OH:34]. Product: [ClH:32].[CH3:29][O:31][C:27](=[O:28])[C@@H:12]1[C@@H:13]([OH:34])[CH2:14][CH2:15][NH:11]1. The catalyst class is: 28.